Dataset: Catalyst prediction with 721,799 reactions and 888 catalyst types from USPTO. Task: Predict which catalyst facilitates the given reaction. (1) Reactant: [Br:1][C:2]1[CH:11]=[C:10]2[C:5]([C:6](=O)[N:7]3[CH2:16][CH2:15][CH2:14][CH2:13][CH2:12][C:8]3=[N:9]2)=[CH:4][CH:3]=1.Cl.O. Product: [Br:1][C:2]1[CH:11]=[C:10]2[C:5]([CH2:6][N:7]3[CH2:16][CH2:15][CH2:14][CH2:13][CH2:12][C:8]3=[N:9]2)=[CH:4][CH:3]=1. The catalyst class is: 284. (2) Reactant: [CH2:1]([N:8]1[CH2:12][C@@H:11]([OH:13])[C@H:10]([O:14][CH2:15][C:16]2[CH:21]=[CH:20][CH:19]=[CH:18][CH:17]=2)[CH2:9]1)[C:2]1[CH:7]=[CH:6][CH:5]=[CH:4][CH:3]=1.[H-].[Na+].CI.[C:26](OCC)(=O)C. Product: [CH2:1]([N:8]1[CH2:12][C@@H:11]([O:13][CH3:26])[C@H:10]([O:14][CH2:15][C:16]2[CH:21]=[CH:20][CH:19]=[CH:18][CH:17]=2)[CH2:9]1)[C:2]1[CH:3]=[CH:4][CH:5]=[CH:6][CH:7]=1. The catalyst class is: 7. (3) Reactant: [CH3:1][C:2]([CH3:6])([CH3:5])[CH2:3][OH:4].C(Cl)(Cl)Cl.[Br:11][C:12]1[CH:13]=[C:14]([S:18](Cl)(=[O:20])=[O:19])[CH:15]=[CH:16][CH:17]=1.C(=O)([O-])O.[Na+]. Product: [Br:11][C:12]1[CH:13]=[C:14]([S:18]([O:4][CH2:3][C:2]([CH3:6])([CH3:5])[CH3:1])(=[O:20])=[O:19])[CH:15]=[CH:16][CH:17]=1. The catalyst class is: 803. (4) Reactant: [C:1]([CH2:3][C:4]([NH:6][CH2:7][CH2:8][CH:9]([NH:11][C:12](=[O:16])[CH2:13][C:14]#[N:15])[CH3:10])=[O:5])#[N:2].[OH:17][C:18]1[CH:19]=[C:20]([CH:23]=[CH:24][C:25]=1[OH:26])[CH:21]=O. Product: [C:1]([C:3](=[CH:21][C:20]1[CH:23]=[CH:24][C:25]([OH:26])=[C:18]([OH:17])[CH:19]=1)[C:4]([NH:6][CH2:7][CH2:8][CH:9]([NH:11][C:12](=[O:16])[C:13]([C:14]#[N:15])=[CH:21][C:20]1[CH:23]=[CH:24][C:25]([OH:26])=[C:18]([OH:17])[CH:19]=1)[CH3:10])=[O:5])#[N:2]. The catalyst class is: 495. (5) Reactant: [OH:1][C:2]1[C:7]([C:8]([OH:10])=[O:9])=[CH:6][CH:5]=[CH:4][N:3]=1.[N+:11]([O-])([OH:13])=[O:12]. Product: [OH:1][C:2]1[N:3]=[CH:4][C:5]([N+:11]([O-:13])=[O:12])=[CH:6][C:7]=1[C:8]([OH:10])=[O:9]. The catalyst class is: 65.